This data is from Forward reaction prediction with 1.9M reactions from USPTO patents (1976-2016). The task is: Predict the product of the given reaction. Given the reactants Cl[C:2]([O:4][CH2:5][C:6]1[CH:11]=[CH:10][CH:9]=[CH:8][CH:7]=1)=[O:3].[N+:12]([C:15]1[CH:20]=[CH:19][C:18]([S:21]([NH:24][CH:25]2[CH2:30][CH2:29][NH:28][CH2:27][CH2:26]2)(=[O:23])=[O:22])=[CH:17][CH:16]=1)([O-:14])=[O:13].C(N(C(C)C)CC)(C)C, predict the reaction product. The product is: [CH2:5]([O:4][C:2]([N:28]1[CH2:29][CH2:30][CH:25]([NH:24][S:21]([C:18]2[CH:17]=[CH:16][C:15]([N+:12]([O-:14])=[O:13])=[CH:20][CH:19]=2)(=[O:23])=[O:22])[CH2:26][CH2:27]1)=[O:3])[C:6]1[CH:11]=[CH:10][CH:9]=[CH:8][CH:7]=1.